From a dataset of Full USPTO retrosynthesis dataset with 1.9M reactions from patents (1976-2016). Predict the reactants needed to synthesize the given product. Given the product [NH2:35][C@H:36]([C:44]([OH:46])=[O:45])[CH2:37][CH2:38][CH2:39][NH:40][C:41](=[NH:42])[NH2:43].[C:1]([C:5]1[CH:6]=[C:7]([S:16][CH:17]2[CH2:22][CH2:21][N:20]([S:23]([C:26]3[N:30]([CH3:31])[C:29]([C:32]([OH:34])=[O:33])=[CH:28][CH:27]=3)(=[O:25])=[O:24])[CH2:19][CH2:18]2)[CH:8]=[C:9]([C:12]([CH3:15])([CH3:14])[CH3:13])[C:10]=1[OH:11])([CH3:2])([CH3:3])[CH3:4], predict the reactants needed to synthesize it. The reactants are: [C:1]([C:5]1[CH:6]=[C:7]([S:16][CH:17]2[CH2:22][CH2:21][N:20]([S:23]([C:26]3[N:30]([CH3:31])[C:29]([C:32]([OH:34])=[O:33])=[CH:28][CH:27]=3)(=[O:25])=[O:24])[CH2:19][CH2:18]2)[CH:8]=[C:9]([C:12]([CH3:15])([CH3:14])[CH3:13])[C:10]=1[OH:11])([CH3:4])([CH3:3])[CH3:2].[NH2:35][C@H:36]([C:44]([OH:46])=[O:45])[CH2:37][CH2:38][CH2:39][NH:40][C:41](=[NH:43])[NH2:42].